From a dataset of Reaction yield outcomes from USPTO patents with 853,638 reactions. Predict the reaction yield, written as a fraction of the theoretical maximum amount of product (1.0 means a 100% yield; for example, 0.34 means a 34% yield). (1) The reactants are [F:1][C:2]1[CH:7]=[C:6]([C:8]([F:11])([F:10])[F:9])[CH:5]=[CH:4][C:3]=1[C:12]1[S:13][C:14]([CH2:18][S:19][C:20]2[CH:34]=[CH:33][C:23]([O:24][C:25]([CH3:32])([CH3:31])[C:26]([O:28]CC)=[O:27])=[C:22]([CH3:35])[CH:21]=2)=[C:15]([CH3:17])[N:16]=1.COC1C=CC(N2CCN(CC3N=C(C4C=CC(C(F)(F)F)=CC=4)SC=3CSC3C=CC(OC(C)(C)C(O)=O)=CC=3)CC2)=CC=1. No catalyst specified. The product is [F:1][C:2]1[CH:7]=[C:6]([C:8]([F:10])([F:11])[F:9])[CH:5]=[CH:4][C:3]=1[C:12]1[S:13][C:14]([CH2:18][S:19][C:20]2[CH:34]=[CH:33][C:23]([O:24][C:25]([CH3:31])([CH3:32])[C:26]([OH:28])=[O:27])=[C:22]([CH3:35])[CH:21]=2)=[C:15]([CH3:17])[N:16]=1. The yield is 0.170. (2) The reactants are [C:1]([C:5]1[CH:10]=[CH:9][CH:8]=[CH:7][C:6]=1[N:11]1[CH2:16][CH2:15][N:14]([C:17](=[O:29])[C:18]([N:20]2[CH2:24][CH2:23][CH:22]([C:25]([O:27]C)=[O:26])[CH2:21]2)=[O:19])[CH2:13][CH2:12]1)([CH3:4])([CH3:3])[CH3:2].[Li+].[OH-].Cl. The catalyst is O1CCCC1. The product is [C:1]([C:5]1[CH:10]=[CH:9][CH:8]=[CH:7][C:6]=1[N:11]1[CH2:16][CH2:15][N:14]([C:17](=[O:29])[C:18]([N:20]2[CH2:24][CH2:23][CH:22]([C:25]([OH:27])=[O:26])[CH2:21]2)=[O:19])[CH2:13][CH2:12]1)([CH3:4])([CH3:2])[CH3:3]. The yield is 0.920. (3) The reactants are [CH2:1]([O:3][C:4]([O:10][CH2:11][CH3:12])([CH3:9])[C:5]([NH2:8])=[N:6][OH:7])[CH3:2].CO[C:15](OC)(N(C)C)[CH3:16].C(OCC)(=O)C. The catalyst is CCCCCC. The product is [CH2:1]([O:3][C:4]([C:5]1[N:8]=[C:15]([CH3:16])[O:7][N:6]=1)([O:10][CH2:11][CH3:12])[CH3:9])[CH3:2]. The yield is 0.520. (4) The reactants are [C:1]([NH:8][CH2:9][CH2:10]N)([O:3][C:4]([CH3:7])([CH3:6])[CH3:5])=[O:2].[CH:12](=O)[CH2:13][CH2:14][CH2:15][CH2:16][CH2:17][CH3:18].[C:20]([BH3-])#[N:21].[Na+]. The catalyst is CO. The product is [C:1]([NH:8][CH2:9][CH2:10][N:21]([CH2:20][CH2:12][CH2:13][CH2:14][CH2:15][CH2:16][CH3:17])[CH2:12][CH2:13][CH2:14][CH2:15][CH2:16][CH2:17][CH3:18])([O:3][C:4]([CH3:7])([CH3:6])[CH3:5])=[O:2]. The yield is 0.460. (5) The reactants are [CH2:1]([O:8][C:9]1[CH:14]=[CH:13][C:12]([C:15](=[O:17])[CH3:16])=[CH:11][C:10]=1[O:18][CH3:19])[C:2]1[CH:7]=[CH:6][CH:5]=[CH:4][CH:3]=1.[N+:20]([O-])([OH:22])=[O:21].S(=O)(=O)(O)O. The catalyst is C(Cl)Cl. The product is [CH2:1]([O:8][C:9]1[C:10]([O:18][CH3:19])=[CH:11][C:12]([C:15](=[O:17])[CH3:16])=[C:13]([N+:20]([O-:22])=[O:21])[CH:14]=1)[C:2]1[CH:3]=[CH:4][CH:5]=[CH:6][CH:7]=1. The yield is 0.680. (6) The yield is 0.580. The reactants are [CH2:1]([C:3]1[C:8](=[O:9])[NH:7][C:6]([CH3:10])=[C:5]([C:11]2[S:15][C:14]([S:16]([Cl:19])(=[O:18])=[O:17])=[CH:13][CH:12]=2)[CH:4]=1)[CH3:2].[CH:20]1([CH2:23][N:24]2[CH2:29][CH2:28][CH:27]([NH2:30])[CH2:26][CH2:25]2)[CH2:22][CH2:21]1. The product is [ClH:19].[CH:20]1([CH2:23][N:24]2[CH2:29][CH2:28][CH:27]([NH:30][S:16]([C:14]3[S:15][C:11]([C:5]4[CH:4]=[C:3]([CH2:1][CH3:2])[C:8](=[O:9])[NH:7][C:6]=4[CH3:10])=[CH:12][CH:13]=3)(=[O:18])=[O:17])[CH2:26][CH2:25]2)[CH2:21][CH2:22]1. No catalyst specified.